From a dataset of NCI-60 drug combinations with 297,098 pairs across 59 cell lines. Regression. Given two drug SMILES strings and cell line genomic features, predict the synergy score measuring deviation from expected non-interaction effect. (1) Drug 1: CS(=O)(=O)CCNCC1=CC=C(O1)C2=CC3=C(C=C2)N=CN=C3NC4=CC(=C(C=C4)OCC5=CC(=CC=C5)F)Cl. Drug 2: C1CC(=O)NC(=O)C1N2C(=O)C3=CC=CC=C3C2=O. Cell line: NCIH23. Synergy scores: CSS=10.9, Synergy_ZIP=0.00674, Synergy_Bliss=9.91, Synergy_Loewe=8.83, Synergy_HSA=6.63. (2) Drug 1: C1CCC(CC1)NC(=O)N(CCCl)N=O. Drug 2: CC12CCC3C(C1CCC2O)C(CC4=C3C=CC(=C4)O)CCCCCCCCCS(=O)CCCC(C(F)(F)F)(F)F. Cell line: UACC-257. Synergy scores: CSS=0.631, Synergy_ZIP=-0.930, Synergy_Bliss=-2.12, Synergy_Loewe=-5.53, Synergy_HSA=-4.99. (3) Cell line: OVCAR-5. Drug 2: C1C(C(OC1N2C=NC3=C(N=C(N=C32)Cl)N)CO)O. Drug 1: C1CCC(CC1)NC(=O)N(CCCl)N=O. Synergy scores: CSS=6.18, Synergy_ZIP=-3.59, Synergy_Bliss=-4.14, Synergy_Loewe=-9.06, Synergy_HSA=-4.51. (4) Drug 1: CCC1=C2CN3C(=CC4=C(C3=O)COC(=O)C4(CC)O)C2=NC5=C1C=C(C=C5)O. Drug 2: C1=CC=C(C=C1)NC(=O)CCCCCCC(=O)NO. Cell line: HS 578T. Synergy scores: CSS=12.6, Synergy_ZIP=-1.90, Synergy_Bliss=1.93, Synergy_Loewe=-0.854, Synergy_HSA=3.57.